From a dataset of Catalyst prediction with 721,799 reactions and 888 catalyst types from USPTO. Predict which catalyst facilitates the given reaction. Reactant: C([O:3][C:4](=[O:40])[C@H:5]([N:16]([CH2:18][C:19]1[CH:24]=[CH:23][C:22]([CH2:25][N:26]([CH2:34][C:35]2[NH:36][CH:37]=[CH:38][N:39]=2)[CH2:27][C:28]2[N:29]([CH3:33])[CH:30]=[CH:31][N:32]=2)=[CH:21][CH:20]=1)[CH3:17])[CH2:6][CH2:7][CH2:8][N:9]([CH2:13][CH2:14][CH3:15])[CH2:10][CH2:11][CH3:12])C. Product: [CH2:13]([N:9]([CH2:10][CH2:11][CH3:12])[CH2:8][CH2:7][CH2:6][C@@H:5]([N:16]([CH2:18][C:19]1[CH:24]=[CH:23][C:22]([CH2:25][N:26]([CH2:34][C:35]2[NH:36][CH:37]=[CH:38][N:39]=2)[CH2:27][C:28]2[N:29]([CH3:33])[CH:30]=[CH:31][N:32]=2)=[CH:21][CH:20]=1)[CH3:17])[C:4]([OH:40])=[O:3])[CH2:14][CH3:15]. The catalyst class is: 126.